This data is from Catalyst prediction with 721,799 reactions and 888 catalyst types from USPTO. The task is: Predict which catalyst facilitates the given reaction. Reactant: [CH3:1][C:2]1[N:7]=[C:6]([S:8][CH2:9][C:10]2[N:14]([CH:15]([CH3:17])[CH3:16])[CH:13]=[N:12][C:11]=2[CH3:18])[N:5]=[C:4]([OH:19])[CH:3]=1.[ClH:20].O1CCOCC1. Product: [ClH:20].[CH3:1][C:2]1[N:7]=[C:6]([S:8][CH2:9][C:10]2[N:14]([CH:15]([CH3:16])[CH3:17])[CH:13]=[N:12][C:11]=2[CH3:18])[N:5]=[C:4]([OH:19])[CH:3]=1. The catalyst class is: 5.